This data is from NCI-60 drug combinations with 297,098 pairs across 59 cell lines. The task is: Regression. Given two drug SMILES strings and cell line genomic features, predict the synergy score measuring deviation from expected non-interaction effect. (1) Drug 1: C1=CC(=C2C(=C1NCCNCCO)C(=O)C3=C(C=CC(=C3C2=O)O)O)NCCNCCO. Drug 2: CC1=C(C=C(C=C1)NC(=O)C2=CC=C(C=C2)CN3CCN(CC3)C)NC4=NC=CC(=N4)C5=CN=CC=C5. Cell line: COLO 205. Synergy scores: CSS=46.8, Synergy_ZIP=6.40, Synergy_Bliss=6.54, Synergy_Loewe=-20.6, Synergy_HSA=5.70. (2) Drug 1: CC1=CC=C(C=C1)C2=CC(=NN2C3=CC=C(C=C3)S(=O)(=O)N)C(F)(F)F. Drug 2: CC1=C(C(CCC1)(C)C)C=CC(=CC=CC(=CC(=O)O)C)C. Cell line: NCIH23. Synergy scores: CSS=4.54, Synergy_ZIP=-1.05, Synergy_Bliss=1.48, Synergy_Loewe=1.02, Synergy_HSA=1.74. (3) Drug 1: CC(C)NC(=O)C1=CC=C(C=C1)CNNC.Cl. Drug 2: CC(C)CN1C=NC2=C1C3=CC=CC=C3N=C2N. Cell line: NCI-H226. Synergy scores: CSS=3.89, Synergy_ZIP=0.362, Synergy_Bliss=2.43, Synergy_Loewe=0.395, Synergy_HSA=-0.254. (4) Drug 1: CCN(CC)CCCC(C)NC1=C2C=C(C=CC2=NC3=C1C=CC(=C3)Cl)OC. Drug 2: C(CN)CNCCSP(=O)(O)O. Cell line: CCRF-CEM. Synergy scores: CSS=32.3, Synergy_ZIP=-5.67, Synergy_Bliss=-6.19, Synergy_Loewe=-61.2, Synergy_HSA=-7.49. (5) Drug 1: C1CNP(=O)(OC1)N(CCCl)CCCl. Drug 2: B(C(CC(C)C)NC(=O)C(CC1=CC=CC=C1)NC(=O)C2=NC=CN=C2)(O)O. Cell line: NCI-H226. Synergy scores: CSS=-2.54, Synergy_ZIP=3.82, Synergy_Bliss=0.609, Synergy_Loewe=-68.1, Synergy_HSA=-6.83.